Dataset: NCI-60 drug combinations with 297,098 pairs across 59 cell lines. Task: Regression. Given two drug SMILES strings and cell line genomic features, predict the synergy score measuring deviation from expected non-interaction effect. (1) Drug 1: C1=NC2=C(N1)C(=S)N=CN2. Drug 2: C(CN)CNCCSP(=O)(O)O. Cell line: KM12. Synergy scores: CSS=33.9, Synergy_ZIP=-5.62, Synergy_Bliss=-1.15, Synergy_Loewe=-63.4, Synergy_HSA=-3.74. (2) Drug 1: CC1C(C(CC(O1)OC2CC(CC3=C2C(=C4C(=C3O)C(=O)C5=C(C4=O)C(=CC=C5)OC)O)(C(=O)CO)O)N)O.Cl. Drug 2: COC1=CC(=CC(=C1O)OC)C2C3C(COC3=O)C(C4=CC5=C(C=C24)OCO5)OC6C(C(C7C(O6)COC(O7)C8=CC=CS8)O)O. Cell line: SF-295. Synergy scores: CSS=45.7, Synergy_ZIP=5.47, Synergy_Bliss=6.05, Synergy_Loewe=-10.0, Synergy_HSA=5.51. (3) Drug 1: C1CN1P(=S)(N2CC2)N3CC3. Drug 2: CC(C)(C#N)C1=CC(=CC(=C1)CN2C=NC=N2)C(C)(C)C#N. Cell line: NCI/ADR-RES. Synergy scores: CSS=22.0, Synergy_ZIP=-4.92, Synergy_Bliss=1.11, Synergy_Loewe=2.16, Synergy_HSA=2.13. (4) Drug 1: CC1=C2C(C(=O)C3(C(CC4C(C3C(C(C2(C)C)(CC1OC(=O)C(C(C5=CC=CC=C5)NC(=O)C6=CC=CC=C6)O)O)OC(=O)C7=CC=CC=C7)(CO4)OC(=O)C)O)C)OC(=O)C. Drug 2: CC(C)(C#N)C1=CC(=CC(=C1)CN2C=NC=N2)C(C)(C)C#N. Cell line: NCI-H322M. Synergy scores: CSS=2.39, Synergy_ZIP=3.68, Synergy_Bliss=-2.20, Synergy_Loewe=0.834, Synergy_HSA=-0.550. (5) Drug 1: C1=CC=C(C(=C1)C(C2=CC=C(C=C2)Cl)C(Cl)Cl)Cl. Drug 2: N.N.Cl[Pt+2]Cl. Cell line: A549. Synergy scores: CSS=50.4, Synergy_ZIP=-0.0303, Synergy_Bliss=-1.20, Synergy_Loewe=-18.7, Synergy_HSA=1.68. (6) Drug 1: C1=CN(C=N1)CC(O)(P(=O)(O)O)P(=O)(O)O. Drug 2: CN(CCCl)CCCl.Cl. Cell line: A498. Synergy scores: CSS=-0.616, Synergy_ZIP=9.73, Synergy_Bliss=19.1, Synergy_Loewe=-6.54, Synergy_HSA=-2.34. (7) Drug 1: CC=C1C(=O)NC(C(=O)OC2CC(=O)NC(C(=O)NC(CSSCCC=C2)C(=O)N1)C(C)C)C(C)C. Drug 2: CC1=C(C(=CC=C1)Cl)NC(=O)C2=CN=C(S2)NC3=CC(=NC(=N3)C)N4CCN(CC4)CCO. Cell line: SNB-19. Synergy scores: CSS=67.5, Synergy_ZIP=-4.53, Synergy_Bliss=-4.35, Synergy_Loewe=-45.6, Synergy_HSA=-3.11.